The task is: Predict which catalyst facilitates the given reaction.. This data is from Catalyst prediction with 721,799 reactions and 888 catalyst types from USPTO. (1) Reactant: [Br:1][C:2]1[C:3]([NH2:9])=[N:4][CH:5]=[C:6]([Cl:8])[CH:7]=1.Cl[C:11]([C:14]([O:16][CH2:17][CH3:18])=[O:15])=[CH:12][O-].[K+].S(=O)(=O)(O)O. Product: [Br:1][C:2]1[C:3]2[N:4]([C:11]([C:14]([O:16][CH2:17][CH3:18])=[O:15])=[CH:12][N:9]=2)[CH:5]=[C:6]([Cl:8])[CH:7]=1. The catalyst class is: 8. (2) Reactant: [C:1]([C:4]1[C:5](=[O:13])[N:6]([CH3:12])[C:7]([CH3:11])=[CH:8][C:9]=1[OH:10])(=[O:3])[CH3:2].[OH:14][CH2:15][CH2:16][NH:17][C:18]([C:20]1[S:21][C:22]([CH:25]=O)=[CH:23][CH:24]=1)=[O:19]. Product: [OH:14][CH2:15][CH2:16][NH:17][C:18]([C:20]1[S:21][C:22]([CH:25]=[CH:2][C:1]([C:4]2[C:5](=[O:13])[N:6]([CH3:12])[C:7]([CH3:11])=[CH:8][C:9]=2[OH:10])=[O:3])=[CH:23][CH:24]=1)=[O:19]. The catalyst class is: 360. (3) Reactant: [CH3:1][O:2][C:3](=[O:28])[CH:4]([NH2:27])[CH2:5][NH:6][C:7]([N:9]1[CH2:26][CH2:25][C:12]2([N:16]([C:17]3[CH:22]=[CH:21][CH:20]=[CH:19][CH:18]=3)[CH2:15][N:14]([CH3:23])[C:13]2=[O:24])[CH2:11][CH2:10]1)=[O:8].[C:29]([N:32]1[C@@H:36]([C:37](O)=[O:38])[CH2:35][S:34][CH2:33]1)(=[O:31])[CH3:30].CN([P+](ON1N=NC2C=CC=CC1=2)(N(C)C)N(C)C)C.F[P-](F)(F)(F)(F)F.C(N(CC)C(C)C)(C)C. Product: [CH3:1][O:2][C:3](=[O:28])[CH:4]([NH:27][C:37]([C@H:36]1[CH2:35][S:34][CH2:33][N:32]1[C:29](=[O:31])[CH3:30])=[O:38])[CH2:5][NH:6][C:7]([N:9]1[CH2:10][CH2:11][C:12]2([N:16]([C:17]3[CH:22]=[CH:21][CH:20]=[CH:19][CH:18]=3)[CH2:15][N:14]([CH3:23])[C:13]2=[O:24])[CH2:25][CH2:26]1)=[O:8]. The catalyst class is: 4. (4) Reactant: [O:1]([CH2:8][CH2:9][NH2:10])[C:2]1[CH:7]=[CH:6][CH:5]=[CH:4][CH:3]=1.Cl[C:12]1[C:21]2[C:16](=[CH:17][CH:18]=[CH:19][CH:20]=2)[N:15]=[CH:14][C:13]=1[N+:22]([O-:24])=[O:23].C(N(CC)CC)C.O. Product: [N+:22]([C:13]1[CH:14]=[N:15][C:16]2[C:21]([C:12]=1[NH:10][CH2:9][CH2:8][O:1][C:2]1[CH:7]=[CH:6][CH:5]=[CH:4][CH:3]=1)=[CH:20][CH:19]=[CH:18][CH:17]=2)([O-:24])=[O:23]. The catalyst class is: 4. (5) Reactant: [NH2:1][C:2]1[CH:7]=[C:6]([N:8]2[CH2:13][CH2:12][N:11]([CH3:14])[CH2:10][CH2:9]2)[N:5]=[CH:4][C:3]=1[CH:15]=O.[CH2:17]([C:22](OC)=[O:23])[C:18]([O:20][CH3:21])=[O:19].CC(O)=O.N1CCCCC1. Product: [CH3:21][O:20][C:18]([C:17]1[C:22](=[O:23])[NH:1][C:2]2[C:3]([CH:15]=1)=[CH:4][N:5]=[C:6]([N:8]1[CH2:9][CH2:10][N:11]([CH3:14])[CH2:12][CH2:13]1)[CH:7]=2)=[O:19]. The catalyst class is: 5. (6) Reactant: [C:1]([C:3]1[CH:4]=[C:5]2[C:10](=[C:11]([OH:13])[CH:12]=1)[C:9](=[O:14])[CH2:8][CH2:7][C:6]2([CH3:16])[CH3:15])#[CH:2].[CH3:17][O:18][C:19](=[O:28])[CH2:20][C:21]1[CH:26]=[CH:25][C:24](I)=[CH:23][CH:22]=1.C(N(CC)CC)C.C(OCC)(=O)C. Product: [CH3:17][O:18][C:19](=[O:28])[CH2:20][C:21]1[CH:22]=[CH:23][C:24]([C:2]#[C:1][C:3]2[CH:12]=[C:11]([OH:13])[C:10]3[C:9](=[O:14])[CH2:8][CH2:7][C:6]([CH3:16])([CH3:15])[C:5]=3[CH:4]=2)=[CH:25][CH:26]=1. The catalyst class is: 730. (7) Reactant: [NH:1]1[C:9]2[C:4](=[CH:5][CH:6]=[CH:7][CH:8]=2)[CH2:3][C:2]1=[O:10].[N:11]1[CH:16]=[CH:15][C:14]([C:17]2[CH:25]=[C:24]([CH:26]=O)[CH:23]=[C:22]3[C:18]=2[CH:19]=[N:20][N:21]3COCC[Si](C)(C)C)=[CH:13][CH:12]=1.N1CCCC1. Product: [N:11]1[CH:12]=[CH:13][C:14]([C:17]2[CH:25]=[C:24]([CH:26]=[C:3]3[C:4]4[C:9](=[CH:8][CH:7]=[CH:6][CH:5]=4)[NH:1][C:2]3=[O:10])[CH:23]=[C:22]3[C:18]=2[CH:19]=[N:20][NH:21]3)=[CH:15][CH:16]=1. The catalyst class is: 8.